This data is from Full USPTO retrosynthesis dataset with 1.9M reactions from patents (1976-2016). The task is: Predict the reactants needed to synthesize the given product. (1) The reactants are: [N+:1]([C:4]1[CH:5]=[C:6]([C:10]2[CH:18]=[C:17]3[C:13]([CH:14]=[CH:15][NH:16]3)=[CH:12][CH:11]=2)[CH:7]=[CH:8][CH:9]=1)([O-:3])=[O:2].[C:19]([O:25][CH2:26][N:27]1[C:31]2[N:32]=[CH:33][N:34]=[C:35](Cl)[C:30]=2[CH:29]=[CH:28]1)(=[O:24])[C:20]([CH3:23])([CH3:22])[CH3:21].C([O-])([O-])=O.[Cs+].[Cs+].C(OCC)(=O)C. Given the product [C:19]([O:25][CH2:26][N:27]1[C:31]2[N:32]=[CH:33][N:34]=[C:35]([N:16]3[C:17]4[C:13](=[CH:12][CH:11]=[C:10]([C:6]5[CH:7]=[CH:8][CH:9]=[C:4]([N+:1]([O-:3])=[O:2])[CH:5]=5)[CH:18]=4)[CH:14]=[CH:15]3)[C:30]=2[CH:29]=[CH:28]1)(=[O:24])[C:20]([CH3:23])([CH3:22])[CH3:21], predict the reactants needed to synthesize it. (2) Given the product [CH2:20]([C:22]1[S:26][C:25]([CH2:27][N:2]([CH3:1])[C@H:3]2[CH2:7][CH2:6][N:5]([C:8]3[C:13]([C:14]([O:16][CH:17]([CH3:18])[CH3:19])=[O:15])=[CH:12][CH:11]=[CH:10][N:9]=3)[CH2:4]2)=[CH:24][CH:23]=1)[CH3:21], predict the reactants needed to synthesize it. The reactants are: [CH3:1][NH:2][C@H:3]1[CH2:7][CH2:6][N:5]([C:8]2[C:13]([C:14]([O:16][CH:17]([CH3:19])[CH3:18])=[O:15])=[CH:12][CH:11]=[CH:10][N:9]=2)[CH2:4]1.[CH2:20]([C:22]1[S:26][C:25]([CH:27]=O)=[CH:24][CH:23]=1)[CH3:21].[BH-](OC(C)=O)(OC(C)=O)OC(C)=O.[Na+]. (3) Given the product [C:32]([C:29]1[CH:30]=[CH:31][C:26]([CH2:25][N:19]2[C:20](=[O:24])[N:21]([CH2:22][CH3:23])[C:17]([CH2:16][CH2:15][CH2:14][C:11]3[CH:10]=[CH:9][C:8]([C:6]4[N:7]=[C:2]([NH:1][S:42]([C:36]5[CH:41]=[CH:40][CH:39]=[CH:38][CH:37]=5)(=[O:44])=[O:43])[CH:3]=[CH:4][CH:5]=4)=[CH:13][CH:12]=3)=[N:18]2)=[CH:27][CH:28]=1)([CH3:34])([CH3:33])[CH3:35], predict the reactants needed to synthesize it. The reactants are: [NH2:1][C:2]1[N:7]=[C:6]([C:8]2[CH:13]=[CH:12][C:11]([CH2:14][CH2:15][CH2:16][C:17]3[N:21]([CH2:22][CH3:23])[C:20](=[O:24])[N:19]([CH2:25][C:26]4[CH:31]=[CH:30][C:29]([C:32]([CH3:35])([CH3:34])[CH3:33])=[CH:28][CH:27]=4)[N:18]=3)=[CH:10][CH:9]=2)[CH:5]=[CH:4][CH:3]=1.[C:36]1([S:42](Cl)(=[O:44])=[O:43])[CH:41]=[CH:40][CH:39]=[CH:38][CH:37]=1. (4) The reactants are: [Br:1][C:2]1[CH:22]=[CH:21][C:5]([O:6][CH2:7][C:8]2[NH:9][CH:10]=[C:11]([C:13]3[CH:18]=[CH:17][C:16]([Cl:19])=[CH:15][C:14]=3[Cl:20])[N:12]=2)=[CH:4][CH:3]=1.Br[CH2:24][C:25]1[CH:34]=[CH:33][C:28]([C:29]([O:31][CH3:32])=[O:30])=[CH:27][CH:26]=1. Given the product [CH3:32][O:31][C:29](=[O:30])[C:28]1[CH:33]=[CH:34][C:25]([CH2:24][N:9]2[CH:10]=[C:11]([C:13]3[CH:18]=[CH:17][C:16]([Cl:19])=[CH:15][C:14]=3[Cl:20])[N:12]=[C:8]2[CH2:7][O:6][C:5]2[CH:21]=[CH:22][C:2]([Br:1])=[CH:3][CH:4]=2)=[CH:26][CH:27]=1, predict the reactants needed to synthesize it. (5) Given the product [NH2:1][C:2]1[C:7]([C:8]([C:9]2[CH:14]=[C:13]([F:15])[CH:12]=[CH:11][C:10]=2[O:16][CH3:17])=[O:18])=[CH:6][N:5]=[C:4]([NH:19][CH:20]2[CH2:25][CH2:24][N:23]([S:26]([CH2:29][CH2:30][CH2:31][OH:32])(=[O:28])=[O:27])[CH2:22][CH2:21]2)[N:3]=1, predict the reactants needed to synthesize it. The reactants are: [NH2:1][C:2]1[C:7]([C:8](=[O:18])[C:9]2[CH:14]=[C:13]([F:15])[CH:12]=[CH:11][C:10]=2[O:16][CH3:17])=[CH:6][N:5]=[C:4]([NH:19][CH:20]2[CH2:25][CH2:24][N:23]([S:26]([CH2:29][CH2:30][CH2:31][O:32]C(=O)C)(=[O:28])=[O:27])[CH2:22][CH2:21]2)[N:3]=1.[OH-].[K+].C(O)C.C(O)(=O)C.